Dataset: Full USPTO retrosynthesis dataset with 1.9M reactions from patents (1976-2016). Task: Predict the reactants needed to synthesize the given product. (1) The reactants are: [CH3:1][C:2]1([CH3:9])[NH:6][C:5](=[O:7])[NH:4][C:3]1=[O:8].[OH-:10].[Na+].O. Given the product [C:5]([NH:6][C:2]([CH3:9])([CH3:1])[C:3]([OH:10])=[O:8])(=[O:7])[NH2:4], predict the reactants needed to synthesize it. (2) The reactants are: Br[C:2]1[CH:7]=[CH:6][CH:5]=[CH:4][N:3]=1.[CH2:8]([OH:12])[CH2:9][C:10]#[CH:11]. Given the product [N:3]1[CH:4]=[CH:5][CH:6]=[CH:7][C:2]=1[C:11]#[C:10][CH2:9][CH2:8][OH:12], predict the reactants needed to synthesize it. (3) Given the product [CH2:1]([N:8]([CH2:12][C:13]1[CH:18]=[C:17]([C:19]([F:22])([F:21])[F:20])[CH:16]=[CH:15][C:14]=1[C:23]1[C:24]([O:30][CH3:31])=[N:25][CH:26]=[C:27]([C:37]#[C:36][Si:33]([CH3:35])([CH3:34])[CH3:32])[CH:28]=1)[C:9](=[O:11])[CH3:10])[C:2]1[CH:7]=[CH:6][CH:5]=[CH:4][CH:3]=1, predict the reactants needed to synthesize it. The reactants are: [CH2:1]([N:8]([CH2:12][C:13]1[CH:18]=[C:17]([C:19]([F:22])([F:21])[F:20])[CH:16]=[CH:15][C:14]=1[C:23]1[C:24]([O:30][CH3:31])=[N:25][CH:26]=[C:27](Br)[CH:28]=1)[C:9](=[O:11])[CH3:10])[C:2]1[CH:7]=[CH:6][CH:5]=[CH:4][CH:3]=1.[CH3:32][Si:33]([C:36]#[CH:37])([CH3:35])[CH3:34].C(Cl)Cl.O. (4) Given the product [CH3:55][N:54]([CH2:53][C:51]1[CH:50]=[C:41]2[N:40]([CH:52]=1)[N:39]=[C:38]([C:35]1[CH:36]=[CH:37][C:32]([NH:31][C:17](=[O:18])[NH:16][C:8]3[CH:7]=[CH:6][C:5]([C:3]([N:2]([CH3:1])[CH3:14])=[O:4])=[CH:13][CH:12]=3)=[CH:33][CH:34]=1)[N:43]=[C:42]2[N:44]1[CH2:45][CH2:46][O:47][CH2:48][CH2:49]1)[CH3:56], predict the reactants needed to synthesize it. The reactants are: [CH3:1][N:2]([CH3:14])[C:3]([C:5]1[CH:13]=[CH:12][C:8](C(O)=O)=[CH:7][CH:6]=1)=[O:4].C[N:16](C)[C:17](C1C=CC(C(N=[N+]=[N-])=O)=CC=1)=[O:18].[NH2:31][C:32]1[CH:37]=[CH:36][C:35]([C:38]2[N:43]=[C:42]([N:44]3[CH2:49][CH2:48][O:47][CH2:46][CH2:45]3)[C:41]3=[CH:50][C:51]([CH2:53][N:54]([CH3:56])[CH3:55])=[CH:52][N:40]3[N:39]=2)=[CH:34][CH:33]=1. (5) The reactants are: [CH2:1]([OH:23])[C@H:2]1[O:7][C@H:6]([O:8][C@@H:9]([C@H:14]([OH:19])[C@@H:15]([OH:18])[CH2:16][OH:17])[C@H:10]([OH:13])[CH2:11][OH:12])[C@H:5]([OH:20])[C@@H:4]([OH:21])[C@@H:3]1[OH:22].[CH2:24]([OH:33])[C@@H:25]([C@H:27]([C@@H:29]([CH2:31][OH:32])[OH:30])[OH:28])[OH:26]. Given the product [CH2:1]([OH:23])[C@H:2]1[O:7][C@H:6]([O:8][C@@H:9]([C@H:14]([OH:19])[C@@H:15]([OH:18])[CH2:16][OH:17])[C@H:10]([OH:13])[CH2:11][OH:12])[C@H:5]([OH:20])[C@@H:4]([OH:21])[C@@H:3]1[OH:22].[CH2:24]([OH:33])[C@@H:25]([C@H:27]([C@@H:29]([CH2:31][OH:32])[OH:30])[OH:28])[OH:26], predict the reactants needed to synthesize it. (6) Given the product [F:8][C:7]1[CH:6]=[CH:5][C:4]([C:9]2[N:13]3[CH:14]=[CH:15][C:16]([C:19]([OH:22])([CH3:21])[CH3:20])=[C:17]([F:18])[C:12]3=[N:11][CH:10]=2)=[CH:3][C:2]=1[C:27]1[CH:28]=[CH:29][C:24]([F:23])=[CH:25][C:26]=1[CH3:33], predict the reactants needed to synthesize it. The reactants are: Cl[C:2]1[CH:3]=[C:4]([C:9]2[N:13]3[CH:14]=[CH:15][C:16]([C:19]([OH:22])([CH3:21])[CH3:20])=[C:17]([F:18])[C:12]3=[N:11][CH:10]=2)[CH:5]=[CH:6][C:7]=1[F:8].[F:23][C:24]1[CH:29]=[CH:28][C:27](B(O)O)=[C:26]([CH3:33])[CH:25]=1.